This data is from Full USPTO retrosynthesis dataset with 1.9M reactions from patents (1976-2016). The task is: Predict the reactants needed to synthesize the given product. (1) Given the product [N:22]1([C:26]([C:28]2[CH:29]=[CH:30][C:31]([O:1][C:2]3[CH:3]=[C:4]([CH:14]=[C:15]([O:17][C@@H:18]([CH3:21])[CH2:19][OH:20])[CH:16]=3)[C:5]([NH:7][C:8]3[S:12][N:11]=[C:10]([CH3:13])[N:9]=3)=[O:6])=[N:32][CH:33]=2)=[O:27])[CH2:25][CH2:24][CH2:23]1, predict the reactants needed to synthesize it. The reactants are: [OH:1][C:2]1[CH:3]=[C:4]([CH:14]=[C:15]([O:17][C@@H:18]([CH3:21])[CH2:19][OH:20])[CH:16]=1)[C:5]([NH:7][C:8]1[S:12][N:11]=[C:10]([CH3:13])[N:9]=1)=[O:6].[N:22]1([C:26]([C:28]2[CH:29]=[CH:30][C:31](Cl)=[N:32][CH:33]=2)=[O:27])[CH2:25][CH2:24][CH2:23]1.C(=O)([O-])[O-].[K+].[K+].C(OCC)(=O)C. (2) The reactants are: [N:1]([CH2:4][CH2:5][CH2:6][C:7]1[C:15]2[C:10](=[CH:11][CH:12]=[CH:13][C:14]=2[NH:16][C:17]2[C:25]3[C:20](=[CH:21][N:22]=[CH:23][CH:24]=3)[O:19][C:18]=2[C:26]2[N:31]=[CH:30][CH:29]=[CH:28][N:27]=2)[N:9]([C:32]([O:34][C:35]([CH3:38])([CH3:37])[CH3:36])=[O:33])[N:8]=1)=[N+]=[N-]. Given the product [NH2:1][CH2:4][CH2:5][CH2:6][C:7]1[C:15]2[C:10](=[CH:11][CH:12]=[CH:13][C:14]=2[NH:16][C:17]2[C:25]3[C:20](=[CH:21][N:22]=[CH:23][CH:24]=3)[O:19][C:18]=2[C:26]2[N:31]=[CH:30][CH:29]=[CH:28][N:27]=2)[N:9]([C:32]([O:34][C:35]([CH3:38])([CH3:37])[CH3:36])=[O:33])[N:8]=1, predict the reactants needed to synthesize it. (3) Given the product [F:33][C:27]1[CH:28]=[CH:29][CH:30]=[C:31]([F:32])[C:26]=1[CH2:25][O:24][C:23]1[C:18]2[N:19]([C:15]([C:13]([NH:12][C:8]([C:10]3[N:11]=[N:47][NH:48][N:49]=3)([CH3:9])[CH2:7][OH:6])=[O:14])=[C:16]([CH3:34])[N:17]=2)[CH:20]=[CH:21][CH:22]=1, predict the reactants needed to synthesize it. The reactants are: C([Si](C1C=CC=CC=1)(C1C=CC=CC=1)[O:6][CH2:7][C:8]([NH:12][C:13]([C:15]1[N:19]2[CH:20]=[CH:21][CH:22]=[C:23]([O:24][CH2:25][C:26]3[C:31]([F:32])=[CH:30][CH:29]=[CH:28][C:27]=3[F:33])[C:18]2=[N:17][C:16]=1[CH3:34])=[O:14])([C:10]#[N:11])[CH3:9])(C)(C)C.[N-:47]=[N+:48]=[N-:49].[Na+].[Cl-].[NH4+].O. (4) Given the product [NH2:8][C:9]1([CH2:14][NH:15][C:16]2[C:25]3[C:20](=[CH:21][CH:22]=[N:47][CH:24]=3)[N:19]=[C:18]([N:27]3[CH2:33][C:32]4[CH:34]=[CH:35][CH:36]=[CH:37][C:31]=4[S:30](=[O:39])(=[O:38])[CH2:29][CH2:28]3)[CH:17]=2)[CH2:10][O:11][CH2:12]1, predict the reactants needed to synthesize it. The reactants are: C([N:8](CC1C=CC=CC=1)[C:9]1([CH2:14][NH:15][C:16]2[C:25]3[C:20](=[CH:21][CH:22]=C(C)[CH:24]=3)[N:19]=[C:18]([N:27]3[CH2:33][C:32]4[CH:34]=[CH:35][CH:36]=[CH:37][C:31]=4[S:30](=[O:39])(=[O:38])[CH2:29][CH2:28]3)[CH:17]=2)C[CH2:12][O:11][CH2:10]1)C1C=CC=CC=1.[NH2:47]CC1(N(CC2C=CC=CC=2)CC2C=CC=CC=2)COC1. (5) Given the product [ClH:44].[NH2:35][C@@H:27]([C:26]([N:23]1[CH2:24][CH2:25][CH:20]([N:13]2[C:14](=[O:19])[C:15]([CH3:18])([CH3:17])[CH2:16][C:11]([C:5]3[CH:6]=[CH:7][C:8]([O:9][CH3:10])=[C:3]([O:2][CH3:1])[CH:4]=3)=[N:12]2)[CH2:21][CH2:22]1)=[O:43])[CH2:28][CH2:29][C:30]([N:32]([CH3:34])[CH3:33])=[O:31], predict the reactants needed to synthesize it. The reactants are: [CH3:1][O:2][C:3]1[CH:4]=[C:5]([C:11]2[CH2:16][C:15]([CH3:18])([CH3:17])[C:14](=[O:19])[N:13]([CH:20]3[CH2:25][CH2:24][N:23]([C:26](=[O:43])[C@H:27]([NH:35]C(=O)OC(C)(C)C)[CH2:28][CH2:29][C:30]([N:32]([CH3:34])[CH3:33])=[O:31])[CH2:22][CH2:21]3)[N:12]=2)[CH:6]=[CH:7][C:8]=1[O:9][CH3:10].[ClH:44]. (6) Given the product [Si:55]([O:54][C@H:53]([C@H:62]1[CH2:66][C@@H:65]([OH:67])[CH2:64][N:63]1[C:68]([O:70][C:71]([CH3:73])([CH3:74])[CH3:72])=[O:69])[C@@H:52]([NH:51][C:11](=[O:12])[C:10]1[CH:14]=[CH:15][CH:16]=[C:8]([C:6](=[O:7])[NH2:5])[CH:9]=1)[CH2:75][C:76]1[CH:77]=[C:78]([F:83])[CH:79]=[C:80]([F:82])[CH:81]=1)([C:58]([CH3:59])([CH3:60])[CH3:61])([CH3:57])[CH3:56], predict the reactants needed to synthesize it. The reactants are: C([N:5](C)[C:6]([C:8]1[CH:9]=[C:10]([CH:14]=[CH:15][CH:16]=1)[C:11](O)=[O:12])=[O:7])CCC.CCN(C(C)C)C(C)C.CN(C(ON1N=NC2C=CC=NC1=2)=[N+](C)C)C.F[P-](F)(F)(F)(F)F.[NH2:51][C@@H:52]([CH2:75][C:76]1[CH:81]=[C:80]([F:82])[CH:79]=[C:78]([F:83])[CH:77]=1)[C@@H:53]([C@H:62]1[CH2:66][C@@H:65]([OH:67])[CH2:64][N:63]1[C:68]([O:70][C:71]([CH3:74])([CH3:73])[CH3:72])=[O:69])[O:54][Si:55]([C:58]([CH3:61])([CH3:60])[CH3:59])([CH3:57])[CH3:56]. (7) Given the product [NH2:19][C:18]1[C:10]2[C:9]([C:5]3[CH:6]=[CH:7][CH:8]=[C:3]([CH:2]([F:1])[F:20])[CH:4]=3)=[N:14][C:13]([O:34][CH2:33][CH3:32])=[N:12][C:11]=2[S:21][C:22]=1[C:23]([NH2:25])=[O:24], predict the reactants needed to synthesize it. The reactants are: [F:1][CH:2]([F:20])[C:3]1[CH:4]=[C:5]([C:9]2[N:14]=[C:13](SC)[N:12]=[C:11](Cl)[C:10]=2[C:18]#[N:19])[CH:6]=[CH:7][CH:8]=1.[SH:21][CH2:22][C:23]([NH2:25])=[O:24].C(=O)([O-])[O-].[Na+].[Na+].[CH3:32][CH2:33][OH:34].